From a dataset of Catalyst prediction with 721,799 reactions and 888 catalyst types from USPTO. Predict which catalyst facilitates the given reaction. (1) Reactant: C([O:4][CH2:5][C:6]1[N:11]=[C:10]2[O:12][CH2:13][CH2:14][O:15][C:9]2=[CH:8][CH:7]=1)(=O)C.[OH-].[Na+]. Product: [O:15]1[C:9]2[C:10](=[N:11][C:6]([CH2:5][OH:4])=[CH:7][CH:8]=2)[O:12][CH2:13][CH2:14]1. The catalyst class is: 5. (2) Reactant: [CH:1]12[CH2:7][CH:4]([NH:5][CH2:6]1)[CH2:3][N:2]2[C:8]1[N:13]2[CH:14]=[CH:15][N:16]=[C:12]2[CH:11]=[C:10]([C:17]2[CH:22]=[CH:21][N:20]=[C:19]([NH:23][CH:24]([C:26]3[CH:31]=[CH:30][CH:29]=[CH:28][CH:27]=3)[CH3:25])[CH:18]=2)[N:9]=1.[CH2:32]=O. Product: [CH3:32][N:5]1[CH2:6][C@@H:1]2[CH2:7][C@H:4]1[CH2:3][N:2]2[C:8]1[N:13]2[CH:14]=[CH:15][N:16]=[C:12]2[CH:11]=[C:10]([C:17]2[CH:22]=[CH:21][N:20]=[C:19]([NH:23][C@H:24]([C:26]3[CH:27]=[CH:28][CH:29]=[CH:30][CH:31]=3)[CH3:25])[CH:18]=2)[N:9]=1. The catalyst class is: 100. (3) Reactant: [CH3:1][N:2]([S:23]([C:26]1[S:27][CH:28]=[CH:29][CH:30]=1)(=[O:25])=[O:24])[C:3]1[CH:4]=[CH:5][CH:6]=[C:7]2[C:11]=1[NH:10][C:9]([C:12]1[S:13][CH:14]([CH2:17][C:18](OCC)=[O:19])[CH2:15][N:16]=1)=[CH:8]2.[BH4-].[Li+].O1CCCC1.C(O)(=O)CC(CC(O)=O)(C(O)=O)O. Product: [OH:19][CH2:18][CH2:17][CH:14]1[S:13][C:12]([C:9]2[NH:10][C:11]3[C:7]([CH:8]=2)=[CH:6][CH:5]=[CH:4][C:3]=3[N:2]([CH3:1])[S:23]([C:26]2[S:27][CH:28]=[CH:29][CH:30]=2)(=[O:25])=[O:24])=[N:16][CH2:15]1. The catalyst class is: 5.